Dataset: Caco-2 cell permeability data measuring drug intestinal absorption for ~900 compounds. Task: Regression/Classification. Given a drug SMILES string, predict its absorption, distribution, metabolism, or excretion properties. Task type varies by dataset: regression for continuous measurements (e.g., permeability, clearance, half-life) or binary classification for categorical outcomes (e.g., BBB penetration, CYP inhibition). For this dataset (caco2_wang), we predict Y. (1) The drug is CNCCC(Oc1ccc(C(F)(F)F)cc1)c1ccccc1. The Y is -4.93 log Papp (cm/s). (2) The molecule is Cc1nc(-c2ccc(Cl)cc2-c2ccc([C@@H](C)NC(=O)C3(NC(=O)C(F)(F)F)CC3)c(F)c2)no1. The Y is -4.51 log Papp (cm/s). (3) The molecule is CCn1cc(C(=O)O)c(=O)c2cc(F)c(N3CCNC(C)C3)c(F)c21. The Y is -4.80 log Papp (cm/s). (4) The drug is C[C@@H]1O[C@@H](O[C@H]2[C@H](Oc3cc(O)c4c(c3)O[C@H](c3ccc(O)cc3)CC4=O)O[C@H](CO)[C@@H](O)[C@@H]2O)[C@H](O)[C@H](O)[C@H]1O. The Y is -6.82 log Papp (cm/s). (5) The drug is CC(=S)NC[C@H]1CN(c2ccc(N3CCCS(=O)CC3)c(F)c2)C(=O)O1. The Y is -5.34 log Papp (cm/s). (6) The drug is CCOC(=O)NC(=N)c1ccc2nc(Cc3nc4ccccc4[nH]3)[nH]c2c1. The Y is -6.15 log Papp (cm/s). (7) The compound is CC(=O)N[C@H](CC1CCCCC1)C(=O)NCCc1ccccc1. The Y is -4.35 log Papp (cm/s). (8) The molecule is CNC(=O)/C=C(\c1cccc(F)c1)c1ccc2nc(N)n(S(=O)(=O)NC(=O)N3CCCC3)c2c1. The Y is -4.10 log Papp (cm/s).